This data is from Forward reaction prediction with 1.9M reactions from USPTO patents (1976-2016). The task is: Predict the product of the given reaction. (1) Given the reactants [NH2:1][C:2]1[O:6][N:5]=[C:4]([CH3:7])[C:3]=1[Br:8].[Br:9][C:10]1[CH:11]=[C:12]([S:16](Cl)(=[O:18])=[O:17])[S:13][C:14]=1[Br:15], predict the reaction product. The product is: [Br:8][C:3]1[C:4]([CH3:7])=[N:5][O:6][C:2]=1[NH:1][S:16]([C:12]1[S:13][C:14]([Br:15])=[C:10]([Br:9])[CH:11]=1)(=[O:18])=[O:17]. (2) Given the reactants [C:1]1([CH:13]2[CH2:18][CH2:17][CH2:16][N:15]([C:19]([O:21][CH2:22][C:23]3[CH:28]=[CH:27][CH:26]=[CH:25][CH:24]=3)=[O:20])[CH2:14]2)[N:2]=[CH:3][N:4]2[C:9]=1[C:8]1[CH:10]=[CH:11][NH:12][C:7]=1[N:6]=[CH:5]2.[H-].[Na+].[S:31](Cl)([C:34]1[CH:40]=[CH:39][C:37]([CH3:38])=[CH:36][CH:35]=1)(=[O:33])=[O:32], predict the reaction product. The product is: [S:31]([N:12]1[C:7]2[N:6]=[CH:5][N:4]3[CH:3]=[N:2][C:1]([CH:13]4[CH2:18][CH2:17][CH2:16][N:15]([C:19]([O:21][CH2:22][C:23]5[CH:24]=[CH:25][CH:26]=[CH:27][CH:28]=5)=[O:20])[CH2:14]4)=[C:9]3[C:8]=2[CH:10]=[CH:11]1)([C:34]1[CH:40]=[CH:39][C:37]([CH3:38])=[CH:36][CH:35]=1)(=[O:33])=[O:32]. (3) Given the reactants [CH2:1]([O:21][C:22]1[C:30]([O:31][CH2:32][CH2:33][CH2:34][CH2:35][CH2:36][CH2:37][CH2:38][CH2:39][CH2:40][CH2:41][CH2:42][CH2:43][CH2:44][CH2:45][CH2:46][CH2:47][CH2:48][CH2:49][CH2:50][CH3:51])=[CH:29][CH:28]=[CH:27][C:23]=1[C:24](O)=[O:25])[CH2:2][CH2:3][CH2:4][CH2:5][CH2:6][CH2:7][CH2:8][CH2:9][CH2:10][CH2:11][CH2:12][CH2:13][CH2:14][CH2:15][CH2:16][CH2:17][CH2:18][CH2:19][CH3:20].C1(C)C=CC=CC=1.S(Cl)([Cl:61])=O, predict the reaction product. The product is: [CH2:1]([O:21][C:22]1[C:30]([O:31][CH2:32][CH2:33][CH2:34][CH2:35][CH2:36][CH2:37][CH2:38][CH2:39][CH2:40][CH2:41][CH2:42][CH2:43][CH2:44][CH2:45][CH2:46][CH2:47][CH2:48][CH2:49][CH2:50][CH3:51])=[CH:29][CH:28]=[CH:27][C:23]=1[C:24]([Cl:61])=[O:25])[CH2:2][CH2:3][CH2:4][CH2:5][CH2:6][CH2:7][CH2:8][CH2:9][CH2:10][CH2:11][CH2:12][CH2:13][CH2:14][CH2:15][CH2:16][CH2:17][CH2:18][CH2:19][CH3:20]. (4) The product is: [CH2:20]([O:22][C:23](=[O:24])[C:25]1[CH:30]=[C:29]([C:2]2[C:3]([Cl:19])=[C:4]3[CH:10]=[CH:9][N:8]([CH2:11][O:12][CH2:13][CH2:14][Si:15]([CH3:18])([CH3:17])[CH3:16])[C:5]3=[N:6][CH:7]=2)[CH:28]=[N:27][CH:26]=1)[CH3:21]. Given the reactants Br[C:2]1[C:3]([Cl:19])=[C:4]2[CH:10]=[CH:9][N:8]([CH2:11][O:12][CH2:13][CH2:14][Si:15]([CH3:18])([CH3:17])[CH3:16])[C:5]2=[N:6][CH:7]=1.[CH2:20]([O:22][C:23]([C:25]1[CH:26]=[N:27][CH:28]=[C:29](B2OC(C)(C)C(C)(C)O2)[CH:30]=1)=[O:24])[CH3:21].ClCCl.O, predict the reaction product. (5) The product is: [Cl:18][C:15]1[CH:16]=[CH:17][C:12]([S:9]([N:8]([C:7]2[C:2]([C:35]([C:36]3[CH:37]=[N:38][C:39]([CH3:42])=[CH:40][CH:41]=3)=[O:43])=[N:3][CH:4]=[C:5]([Cl:26])[CH:6]=2)[CH2:23][O:24][CH3:25])(=[O:11])=[O:10])=[CH:13][C:14]=1[C:19]([F:22])([F:21])[F:20]. Given the reactants Br[C:2]1[C:7]([N:8]([CH2:23][O:24][CH3:25])[S:9]([C:12]2[CH:17]=[CH:16][C:15]([Cl:18])=[C:14]([C:19]([F:22])([F:21])[F:20])[CH:13]=2)(=[O:11])=[O:10])=[CH:6][C:5]([Cl:26])=[CH:4][N:3]=1.C([Mg]Cl)(C)C.CON(C)[C:35](=[O:43])[C:36]1[CH:41]=[CH:40][C:39]([CH3:42])=[N:38][CH:37]=1, predict the reaction product. (6) Given the reactants [F:1][C:2]1[CH:7]=[CH:6][C:5]([C:8]2[N:12]([C:13]3[CH:18]=[CH:17][CH:16]=[CH:15][CH:14]=3)[N:11]=[C:10]([CH2:19][CH2:20][CH:21]=O)[CH:9]=2)=[CH:4][CH:3]=1.[CH3:23][C:24]1[CH:25]=[C:26]([N:31]2[CH2:36][CH2:35][NH:34][CH2:33][CH2:32]2)[CH:27]=[CH:28][C:29]=1[CH3:30].CCN(C(C)C)C(C)C.[BH-](OC(C)=O)(OC(C)=O)OC(C)=O.[Na+], predict the reaction product. The product is: [F:1][C:2]1[CH:7]=[CH:6][C:5]([C:8]2[N:12]([C:13]3[CH:18]=[CH:17][CH:16]=[CH:15][CH:14]=3)[N:11]=[C:10]([CH2:19][CH2:20][CH2:21][N:34]3[CH2:35][CH2:36][N:31]([C:26]4[CH:27]=[CH:28][C:29]([CH3:30])=[C:24]([CH3:23])[CH:25]=4)[CH2:32][CH2:33]3)[CH:9]=2)=[CH:4][CH:3]=1.